This data is from Catalyst prediction with 721,799 reactions and 888 catalyst types from USPTO. The task is: Predict which catalyst facilitates the given reaction. (1) Reactant: Br[C:2]1[C:3]([NH:8][C:9](=[O:27])[C:10]2[CH:15]=[CH:14][N:13]=[C:12]([NH:16][C:17]3[CH:22]=[CH:21][C:20]([C:23]([F:26])([F:25])[F:24])=[CH:19][N:18]=3)[CH:11]=2)=[CH:4][N:5]=[N:6][CH:7]=1.[C:28]1(B(O)O)[CH:33]=[CH:32][CH:31]=[CH:30][CH:29]=1. Product: [C:28]1([C:2]2[C:3]([NH:8][C:9](=[O:27])[C:10]3[CH:15]=[CH:14][N:13]=[C:12]([NH:16][C:17]4[CH:22]=[CH:21][C:20]([C:23]([F:26])([F:25])[F:24])=[CH:19][N:18]=4)[CH:11]=3)=[CH:4][N:5]=[N:6][CH:7]=2)[CH:33]=[CH:32][CH:31]=[CH:30][CH:29]=1. The catalyst class is: 3. (2) Reactant: CCN(C(C)C)C(C)C.Cl[C:11]1[C:16]([C:17]([F:20])([F:19])[F:18])=[CH:15][N:14]=[C:13]([NH:21][CH2:22][C:23]2[CH:24]=[N+:25]([O-:33])[CH:26]=[CH:27][C:28]=2[C:29]([F:32])([F:31])[F:30])[N:12]=1.[NH2:34][CH:35]1[C:38]([CH3:40])([CH3:39])[CH:37]([OH:41])[C:36]1([CH3:43])[CH3:42]. Product: [OH:41][CH:37]1[C:38]([CH3:40])([CH3:39])[CH:35]([NH:34][C:11]2[C:16]([C:17]([F:20])([F:19])[F:18])=[CH:15][N:14]=[C:13]([NH:21][CH2:22][C:23]3[CH:24]=[N+:25]([O-:33])[CH:26]=[CH:27][C:28]=3[C:29]([F:32])([F:31])[F:30])[N:12]=2)[C:36]1([CH3:43])[CH3:42]. The catalyst class is: 8.